Dataset: Forward reaction prediction with 1.9M reactions from USPTO patents (1976-2016). Task: Predict the product of the given reaction. (1) Given the reactants [F:1][C:2]([F:21])([F:20])[C:3]([N:5]1[CH2:11][CH2:10][C:9]2[CH:12]=[C:13]([OH:19])[C:14]([N+:16]([O-:18])=[O:17])=[CH:15][C:8]=2[CH2:7][CH2:6]1)=[O:4].C(=O)([O-])[O-].[K+].[K+].[CH2:28](Br)[C:29]1[CH:34]=[CH:33][CH:32]=[CH:31][CH:30]=1, predict the reaction product. The product is: [CH2:28]([O:19][C:13]1[C:14]([N+:16]([O-:18])=[O:17])=[CH:15][C:8]2[CH2:7][CH2:6][N:5]([C:3](=[O:4])[C:2]([F:1])([F:20])[F:21])[CH2:11][CH2:10][C:9]=2[CH:12]=1)[C:29]1[CH:34]=[CH:33][CH:32]=[CH:31][CH:30]=1. (2) Given the reactants [Br:1][C:2]1[CH:9]=[CH:8][C:5]([CH:6]=[O:7])=[CH:4][C:3]=1[F:10].[CH3:11][Mg]Br, predict the reaction product. The product is: [Br:1][C:2]1[CH:9]=[CH:8][C:5]([CH:6]([OH:7])[CH3:11])=[CH:4][C:3]=1[F:10]. (3) Given the reactants [OH:1][CH2:2][C:3]1[CH2:4][CH2:5][N:6](C(OC(C)(C)C)=O)[CH2:7][C:8]=1[C:9]1[N:13]([CH:14]([CH3:16])[CH3:15])[N:12]=[CH:11][CH:10]=1.[ClH:24], predict the reaction product. The product is: [CH:14]([N:13]1[C:9]([C:8]2[CH2:7][NH:6][CH2:5][CH2:4][C:3]=2[CH2:2][OH:1])=[CH:10][CH:11]=[N:12]1)([CH3:16])[CH3:15].[ClH:24]. (4) Given the reactants [CH3:1][C:2]1[N:3]=[C:4]2[CH:12]=[CH:11][CH:10]=[C:9]3[N:5]2[C:6]=1[C:7]([S:13][CH2:14][CH2:15][CH2:16][CH2:17][N:18]1C(=O)C2=CC=CC=C2C1=O)=[N:8]3.O.NN, predict the reaction product. The product is: [NH2:18][CH2:17][CH2:16][CH2:15][CH2:14][S:13][C:7]1[C:6]2=[C:2]([CH3:1])[N:3]=[C:4]3[N:5]2[C:9](=[CH:10][CH:11]=[CH:12]3)[N:8]=1. (5) Given the reactants [OH:1][C:2]1[CH:7]=[CH:6][C:5]([C:8]2[CH:13]=[CH:12][C:11]([C:14]([OH:16])=[O:15])=[CH:10][CH:9]=2)=[CH:4][CH:3]=1.C(=O)(O)[O-].[K+].Br[CH2:23][CH2:24][O:25][CH2:26][C:27]1[CH:32]=[CH:31][CH:30]=[CH:29][CH:28]=1, predict the reaction product. The product is: [CH2:26]([O:25][CH2:24][CH2:23][O:15][C:14]([C:11]1[CH:12]=[CH:13][C:8]([C:5]2[CH:4]=[CH:3][C:2]([OH:1])=[CH:7][CH:6]=2)=[CH:9][CH:10]=1)=[O:16])[C:27]1[CH:32]=[CH:31][CH:30]=[CH:29][CH:28]=1. (6) Given the reactants [CH:1]1([NH2:7])[CH2:6][CH2:5][CH2:4][CH2:3][CH2:2]1.C1(C)C=CC=CC=1.[CH2:15]([O:22][C:23]1[C:24]([CH3:32])=[N:25][C:26](Br)=[C:27]([CH3:30])[C:28]=1[CH3:29])[C:16]1[CH:21]=[CH:20][CH:19]=[CH:18][CH:17]=1.CC([O-])(C)C.[Na+], predict the reaction product. The product is: [CH2:15]([O:22][C:23]1[C:28]([CH3:29])=[C:27]([CH3:30])[C:26]([NH:7][CH:1]2[CH2:6][CH2:5][CH2:4][CH2:3][CH2:2]2)=[N:25][C:24]=1[CH3:32])[C:16]1[CH:21]=[CH:20][CH:19]=[CH:18][CH:17]=1. (7) Given the reactants [NH2:1][C:2]1([C:10](C)=[CH:9][CH:8]=[CH:7][CH2:6]1)C(O)=O.[C:12]([O:15][CH2:16]C)(=[O:14])[CH3:13].C(O)C.C[Si](C=[N+]=[N-])(C)C, predict the reaction product. The product is: [CH3:16][O:15][C:12](=[O:14])[C:13]1[C:9]([CH3:10])=[CH:8][CH:7]=[CH:6][C:2]=1[NH2:1].